Predict the reactants needed to synthesize the given product. From a dataset of Full USPTO retrosynthesis dataset with 1.9M reactions from patents (1976-2016). (1) Given the product [CH3:12][C:2]1[C:3]([NH2:11])=[C:4]2[C:8](=[CH:9][CH:10]=1)[NH:7][N:6]=[CH:5]2, predict the reactants needed to synthesize it. The reactants are: Cl[C:2]1[C:3]([NH2:11])=[C:4]2[C:8](=[CH:9][CH:10]=1)[NH:7][N:6]=[CH:5]2.[CH3:12]O. (2) The reactants are: [Cl:1][C:2]1[CH:3]=[C:4]([NH:8][C:9]2[N:14]=[C:13]([C:15]3[CH:20]=[CH:19][N:18]=[C:17]([NH:21][NH2:22])[CH:16]=3)[CH:12]=[CH:11][N:10]=2)[CH:5]=[CH:6][CH:7]=1.[C:23](OC)(=[O:26])[CH:24]=[CH2:25].[K].C(O)(=O)C. Given the product [Cl:1][C:2]1[CH:3]=[C:4]([NH:8][C:9]2[N:14]=[C:13]([C:15]3[CH:20]=[CH:19][N:18]=[C:17]([N:21]4[CH2:25][CH2:24][C:23]([OH:26])=[N:22]4)[CH:16]=3)[CH:12]=[CH:11][N:10]=2)[CH:5]=[CH:6][CH:7]=1, predict the reactants needed to synthesize it.